This data is from Catalyst prediction with 721,799 reactions and 888 catalyst types from USPTO. The task is: Predict which catalyst facilitates the given reaction. (1) Reactant: [Cl:1][C:2]1[CH:7]=[CH:6][C:5]([C:8]2[N:12]([CH3:13])[N:11]=[CH:10][C:9]=2[CH2:14][CH2:15][C:16]([O:18]CC)=[O:17])=[CH:4][CH:3]=1.[OH-].[Na+].O1CCCC1.S([O-])(O)(=O)=O.[K+]. Product: [Cl:1][C:2]1[CH:3]=[CH:4][C:5]([C:8]2[N:12]([CH3:13])[N:11]=[CH:10][C:9]=2[CH2:14][CH2:15][C:16]([OH:18])=[O:17])=[CH:6][CH:7]=1. The catalyst class is: 8. (2) Reactant: [CH3:1][O:2][C:3]1[CH:4]=[C:5]2[C:10](=[CH:11][C:12]=1[O:13][CH2:14][CH2:15][N:16]1[CH2:21][CH2:20][NH:19][CH2:18][CH2:17]1)[N:9]=[CH:8][N:7]=[C:6]2[O:22][C:23]1[CH:24]=[C:25]2[C:29](=[CH:30][CH:31]=1)[NH:28][C:27]([CH3:32])=[CH:26]2.Cl[CH2:34][C:35](=[O:37])[CH3:36].C(=O)([O-])[O-].[K+].[K+]. Product: [C:35]([CH2:36][N:19]1[CH2:20][CH2:21][N:16]([CH2:15][CH2:14][O:13][C:12]2[CH:11]=[C:10]3[C:5]([C:6]([O:22][C:23]4[CH:24]=[C:25]5[C:29](=[CH:30][CH:31]=4)[NH:28][C:27]([CH3:32])=[CH:26]5)=[N:7][CH:8]=[N:9]3)=[CH:4][C:3]=2[O:2][CH3:1])[CH2:17][CH2:18]1)(=[O:37])[CH3:34]. The catalyst class is: 44. (3) Reactant: Cl.[NH:2]1[CH2:7][CH2:6][CH:5]([C:8]2[C:16]3[C:11](=[CH:12][CH:13]=[CH:14][CH:15]=3)[N:10]([CH2:17][C:18]3[CH:23]=[CH:22][C:21]([C:24]([F:27])([F:26])[F:25])=[CH:20][CH:19]=3)[CH:9]=2)[CH2:4][CH2:3]1.[C:28]1(=[O:42])[N:32]([CH2:33][CH2:34][CH2:35]Br)[C:31](=[O:37])[C:30]2=[CH:38][CH:39]=[CH:40][CH:41]=[C:29]12.C(=O)([O-])O.[Na+].CN(C=O)C. Product: [C:31]1(=[O:37])[N:32]([CH2:33][CH2:34][CH2:35][N:2]2[CH2:7][CH2:6][CH:5]([C:8]3[C:16]4[C:11](=[CH:12][CH:13]=[CH:14][CH:15]=4)[N:10]([CH2:17][C:18]4[CH:19]=[CH:20][C:21]([C:24]([F:27])([F:25])[F:26])=[CH:22][CH:23]=4)[CH:9]=3)[CH2:4][CH2:3]2)[C:28](=[O:42])[C:29]2=[CH:41][CH:40]=[CH:39][CH:38]=[C:30]12. The catalyst class is: 6. (4) Reactant: [OH:1][CH2:2][CH2:3][N:4]1[C:16]2[C:15]3[N:14]=[C:13]([O:17][CH3:18])[N:12]=[CH:11][C:10]=3[CH2:9][CH2:8][C:7]=2[C:6]([C:19]([O:21][CH2:22][CH3:23])=[O:20])=[N:5]1.ClC1C(=O)C(C#N)=C(C#N)C(=O)C=1Cl. Product: [OH:1][CH2:2][CH2:3][N:4]1[C:16]2[C:15]3[N:14]=[C:13]([O:17][CH3:18])[N:12]=[CH:11][C:10]=3[CH:9]=[CH:8][C:7]=2[C:6]([C:19]([O:21][CH2:22][CH3:23])=[O:20])=[N:5]1. The catalyst class is: 11. (5) Reactant: [CH3:1][S:2](Cl)(=[O:4])=[O:3].[CH:6]1([NH:9][C:10](=[O:35])[C:11]2[CH:16]=[C:15]([C:17]3[CH:22]=[CH:21][N:20]4[C:23](=[O:32])[N:24]([CH:26]5[CH2:31][CH2:30][NH:29][CH2:28][CH2:27]5)[N:25]=[C:19]4[CH:18]=3)[C:14]([CH3:33])=[C:13]([F:34])[CH:12]=2)[CH2:8][CH2:7]1.C(N(CC)CC)C.[Cl-].[NH4+]. Product: [CH:6]1([NH:9][C:10](=[O:35])[C:11]2[CH:16]=[C:15]([C:17]3[CH:22]=[CH:21][N:20]4[C:23](=[O:32])[N:24]([CH:26]5[CH2:31][CH2:30][N:29]([S:2]([CH3:1])(=[O:4])=[O:3])[CH2:28][CH2:27]5)[N:25]=[C:19]4[CH:18]=3)[C:14]([CH3:33])=[C:13]([F:34])[CH:12]=2)[CH2:7][CH2:8]1. The catalyst class is: 46. (6) Reactant: FC(F)(F)S(O[C:7]1[CH:12]=[CH:11][C:10]([C:13]2[CH:18]=[CH:17][C:16]([CH2:19][C:20]([O:22][CH2:23][CH3:24])=[O:21])=[CH:15][CH:14]=2)=[CH:9][CH:8]=1)(=O)=O.[CH3:27][C:28]1([CH3:44])[C:32]([CH3:34])([CH3:33])[O:31][B:30]([B:30]2[O:31][C:32]([CH3:34])([CH3:33])[C:28]([CH3:44])([CH3:27])[O:29]2)[O:29]1.C([O-])(=O)C.[K+]. Product: [CH2:23]([O:22][C:20](=[O:21])[CH2:19][C:16]1[CH:17]=[CH:18][C:13]([C:10]2[CH:11]=[CH:12][C:7]([B:30]3[O:31][C:32]([CH3:34])([CH3:33])[C:28]([CH3:44])([CH3:27])[O:29]3)=[CH:8][CH:9]=2)=[CH:14][CH:15]=1)[CH3:24]. The catalyst class is: 75. (7) Reactant: [F:1][C:2]1[C:11]2[N:10]([CH2:12][C:13]3[CH:18]=[CH:17][C:16]([N:19]4[CH:23]=[CH:22][CH:21]=[N:20]4)=[CH:15][CH:14]=3)[CH:9]=[C:8]3[C:24](=[O:35])[N:25]([C:27]4[CH:34]=[CH:33][CH:32]=[CH:31][C:28]=4[CH:29]=[O:30])[N:26]=[C:7]3[C:6]=2[C:5]([F:36])=[CH:4][CH:3]=1.[BH4-].[Na+]. Product: [F:1][C:2]1[C:11]2[N:10]([CH2:12][C:13]3[CH:14]=[CH:15][C:16]([N:19]4[CH:23]=[CH:22][CH:21]=[N:20]4)=[CH:17][CH:18]=3)[CH:9]=[C:8]3[C:24](=[O:35])[N:25]([C:27]4[CH:34]=[CH:33][CH:32]=[CH:31][C:28]=4[CH2:29][OH:30])[N:26]=[C:7]3[C:6]=2[C:5]([F:36])=[CH:4][CH:3]=1. The catalyst class is: 5. (8) Reactant: CN(C)C=O.[C:6]([O:10][C:11]([NH:13][C:14]1[N:19]=[C:18]([C:20]([O:22][CH2:23][CH3:24])=[O:21])[CH:17]=[CH:16][CH:15]=1)=[O:12])([CH3:9])([CH3:8])[CH3:7].[H-].[Na+].Br[CH2:28][C:29]([O:31][C:32]([CH3:35])([CH3:34])[CH3:33])=[O:30].[Cl-].[NH4+]. Product: [C:6]([O:10][C:11]([N:13]([CH2:28][C:29]([O:31][C:32]([CH3:35])([CH3:34])[CH3:33])=[O:30])[C:14]1[CH:15]=[CH:16][CH:17]=[C:18]([C:20]([O:22][CH2:23][CH3:24])=[O:21])[N:19]=1)=[O:12])([CH3:9])([CH3:8])[CH3:7]. The catalyst class is: 6. (9) The catalyst class is: 412. Reactant: [CH3:1][C:2]([CH3:23])([CH3:22])[C:3]([C:5]1[C:13]2[C:8](=[N:9][CH:10]=[C:11]([C:14]3[S:18][C:17]([C:19](O)=[O:20])=[CH:16][CH:15]=3)[N:12]=2)[NH:7][CH:6]=1)=[O:4].[CH3:24][NH:25][CH2:26][C:27]#[N:28].CCN=C=NCCCN(C)C. Product: [C:27]([CH2:26][N:25]([CH3:24])[C:19]([C:17]1[S:18][C:14]([C:11]2[N:12]=[C:13]3[C:5]([C:3](=[O:4])[C:2]([CH3:1])([CH3:22])[CH3:23])=[CH:6][NH:7][C:8]3=[N:9][CH:10]=2)=[CH:15][CH:16]=1)=[O:20])#[N:28].